Predict the product of the given reaction. From a dataset of Forward reaction prediction with 1.9M reactions from USPTO patents (1976-2016). (1) Given the reactants [CH2:1]([OH:66])[C@H:2]1[O:7][C@@H:6]2[O:8][C@H:9]3[C@H:14]([OH:15])[C@@H:13]([OH:16])[C@@H:12]([O:17][C@H:18]4[C@H:23]([OH:24])[C@@H:22]([OH:25])[C@@H:21]([O:26][C@H:27]5[C@H:32]([OH:33])[C@@H:31]([OH:34])[C@@H:30]([O:35][C@H:36]6[C@H:41]([OH:42])[C@@H:40]([OH:43])[C@@H:39]([O:44][C@H:45]7[C@H:51]([OH:52])[C@@H:50]([OH:53])[C@@H:48]([O:49][C@H:3]1[C@H:4]([OH:65])[C@H:5]2[OH:64])[O:47][C@@H:46]7[CH2:54][OH:55])[O:38][C@@H:37]6[CH2:56][OH:57])[O:29][C@@H:28]5[CH2:58][OH:59])[O:20][C@@H:19]4[CH2:60][OH:61])[O:11][C@@H:10]3[CH2:62][OH:63].O, predict the reaction product. The product is: [CH2:56]([OH:57])[C@H:37]1[O:38][C@@H:39]2[O:44][C@H:45]3[C@H:51]([OH:52])[C@@H:50]([OH:53])[C@@H:48]([O:49][C@H:3]4[C@H:4]([OH:65])[C@@H:5]([OH:64])[C@@H:6]([O:8][C@H:9]5[C@H:14]([OH:15])[C@@H:13]([OH:16])[C@@H:12]([O:17][C@H:18]6[C@H:23]([OH:24])[C@@H:22]([OH:25])[C@@H:21]([O:26][C@H:27]7[C@H:32]([OH:33])[C@@H:31]([OH:34])[C@@H:30]([O:35][C@H:36]1[C@H:41]([OH:42])[C@H:40]2[OH:43])[O:29][C@@H:28]7[CH2:58][OH:59])[O:20][C@@H:19]6[CH2:60][OH:61])[O:11][C@@H:10]5[CH2:62][OH:63])[O:7][C@@H:2]4[CH2:1][OH:66])[O:47][C@@H:46]3[CH2:54][OH:55]. (2) Given the reactants [Br:1][C:2]1[CH:3]=[C:4]([N:8]2[CH2:13][CH2:12][CH2:11][CH2:10][CH:9]2[C:14]([NH:16][CH2:17][C:18]#[N:19])=[O:15])[CH:5]=[CH:6][CH:7]=1.[Cl:20]N1C(=O)CCC1=O, predict the reaction product. The product is: [Br:1][C:2]1[CH:7]=[CH:6][C:5]([Cl:20])=[C:4]([N:8]2[CH2:13][CH2:12][CH2:11][CH2:10][CH:9]2[C:14]([NH:16][CH2:17][C:18]#[N:19])=[O:15])[CH:3]=1. (3) Given the reactants C([O:5][C:6](=[O:40])[CH2:7][N:8]1[CH2:13][CH2:12][CH:11]([C:14]2[CH:19]=[CH:18][C:17]([NH:20][C:21]3[N:26]=[CH:25][C:24]4=[CH:27][CH:28]=[C:29]([C:30]5[CH:35]=[CH:34][CH:33]=[CH:32][C:31]=5[O:36][CH3:37])[N:23]4[N:22]=3)=[C:16]([O:38][CH3:39])[CH:15]=2)[CH2:10][CH2:9]1)(C)(C)C, predict the reaction product. The product is: [CH3:39][O:38][C:16]1[CH:15]=[C:14]([CH:11]2[CH2:12][CH2:13][N:8]([CH2:7][C:6]([OH:40])=[O:5])[CH2:9][CH2:10]2)[CH:19]=[CH:18][C:17]=1[NH:20][C:21]1[N:26]=[CH:25][C:24]2=[CH:27][CH:28]=[C:29]([C:30]3[CH:35]=[CH:34][CH:33]=[CH:32][C:31]=3[O:36][CH3:37])[N:23]2[N:22]=1. (4) Given the reactants [NH:1]1C2C(=CC=CC=2)[C:4](=[O:5])[C:2]1=O.[CH2:12]([C:14]1[CH:20]=[CH:19][CH:18]=[CH:17][C:15]=1[NH2:16])[CH3:13].ClC(Cl)(Cl)C(O)[OH:24].Cl.NO.S([O-])([O-])(=O)=O.[Na+].[Na+], predict the reaction product. The product is: [CH2:12]([C:14]1[CH:20]=[CH:19][CH:18]=[CH:17][C:15]=1[NH:16][C:4](=[O:5])[CH:2]=[N:1][OH:24])[CH3:13].